This data is from Catalyst prediction with 721,799 reactions and 888 catalyst types from USPTO. The task is: Predict which catalyst facilitates the given reaction. (1) Reactant: [CH3:1][O:2][N:3]1[CH2:8][CH2:7][CH:6]([CH2:9][CH:10]=[O:11])[CH2:5][CH2:4]1.OS([O-])=O.[Na+].[C-:17]#[N:18].[K+]. Product: [OH:11][CH:10]([CH2:9][CH:6]1[CH2:7][CH2:8][N:3]([O:2][CH3:1])[CH2:4][CH2:5]1)[C:17]#[N:18]. The catalyst class is: 6. (2) Reactant: [C:1]([C:4]1[S:5][CH:6]=[CH:7][CH:8]=1)(=[O:3])[CH3:2].[Si:9](OS(C(F)(F)F)(=O)=O)([CH:16]([CH3:18])[CH3:17])([CH:13]([CH3:15])[CH3:14])[CH:10]([CH3:12])[CH3:11].CCN(C(C)C)C(C)C. Product: [CH:10]([Si:9]([CH:16]([CH3:18])[CH3:17])([CH:13]([CH3:15])[CH3:14])[O:3][C:1]([C:4]1[S:5][CH:6]=[CH:7][CH:8]=1)=[CH2:2])([CH3:12])[CH3:11]. The catalyst class is: 2. (3) Reactant: O[C:2]1[CH:7]=[C:6]([OH:8])[CH:5]=[CH:4][C:3]=1[C:9](=[N:14][OH:15])[C:10]([F:13])([F:12])[F:11].C1(P(C2C=CC=CC=2)C2C=CC=CC=2)C=CC=CC=1.CCOC(/N=N/C(OCC)=O)=O.O. Product: [F:13][C:10]([F:11])([F:12])[C:9]1[C:3]2[CH:4]=[CH:5][C:6]([OH:8])=[CH:7][C:2]=2[O:15][N:14]=1. The catalyst class is: 1. (4) Reactant: [OH:1]S(O)(=O)=O.[CH3:6][C:7]1[C:12]([C:13]#[C:14][C:15]2[CH:20]=[CH:19][C:18]([CH2:21][C:22]([OH:24])=[O:23])=[CH:17][CH:16]=2)=[CH:11][CH:10]=[CH:9][N:8]=1. Product: [CH3:6][C:7]1[C:12]([CH2:13][C:14]([C:15]2[CH:16]=[CH:17][C:18]([CH2:21][C:22]([OH:24])=[O:23])=[CH:19][CH:20]=2)=[O:1])=[CH:11][CH:10]=[CH:9][N:8]=1. The catalyst class is: 95. (5) Reactant: [CH:1]([NH:4][C:5]([C:7]1[C:15]2[C:10](=[N:11][CH:12]=[C:13]([C:16]3[C:24]4[C:19](=[CH:20][C:21]([Cl:26])=[CH:22][C:23]=4[F:25])[NH:18][N:17]=3)[N:14]=2)[N:9]([CH2:27][O:28][CH2:29][CH2:30][Si:31]([CH3:34])([CH3:33])[CH3:32])[CH:8]=1)=[O:6])([CH3:3])[CH3:2].[H-].[Na+].Cl.Br[CH2:39][CH2:40][N:41]1[CH2:46][CH2:45][O:44][CH2:43][CH2:42]1.C(=O)(O)[O-].[Na+]. Product: [CH:1]([NH:4][C:5]([C:7]1[C:15]2[C:10](=[N:11][CH:12]=[C:13]([C:16]3[C:24]4[C:19](=[CH:20][C:21]([Cl:26])=[CH:22][C:23]=4[F:25])[N:18]([CH2:39][CH2:40][N:41]4[CH2:46][CH2:45][O:44][CH2:43][CH2:42]4)[N:17]=3)[N:14]=2)[N:9]([CH2:27][O:28][CH2:29][CH2:30][Si:31]([CH3:32])([CH3:34])[CH3:33])[CH:8]=1)=[O:6])([CH3:3])[CH3:2]. The catalyst class is: 248. (6) Reactant: [C:1]([C:5]1[CH:6]=[C:7]([NH:18][C:19]([NH:21][C:22]2[C:31]3[C:26](=[CH:27][CH:28]=[CH:29][CH:30]=3)[C:25]([O:32][C:33]3[CH:38]=[CH:37][N:36]=[C:35](Cl)[CH:34]=3)=[CH:24][CH:23]=2)=[O:20])[C:8]([O:16][CH3:17])=[C:9]([NH:11][S:12]([CH3:15])(=[O:14])=[O:13])[CH:10]=1)([CH3:4])([CH3:3])[CH3:2].[CH3:40][O:41][C:42]1[CH:43]=[C:44]([CH:46]=[C:47]([S:49]([CH2:52][CH2:53][O:54][CH2:55][CH2:56][O:57][CH2:58][CH2:59][O:60][CH3:61])(=[O:51])=[O:50])[CH:48]=1)[NH2:45].C([O-])([O-])=O.[K+].[K+].CC(C1C=C(C(C)C)C(C2C(P(C3CCCCC3)C3CCCCC3)=C(OC)C=CC=2OC)=C(C(C)C)C=1)C. Product: [C:1]([C:5]1[CH:10]=[C:9]([NH:11][S:12]([CH3:15])(=[O:14])=[O:13])[C:8]([O:16][CH3:17])=[C:7]([NH:18][C:19]([NH:21][C:22]2[C:31]3[C:26](=[CH:27][CH:28]=[CH:29][CH:30]=3)[C:25]([O:32][C:33]3[CH:38]=[CH:37][N:36]=[C:35]([NH:45][C:44]4[CH:46]=[C:47]([S:49]([CH2:52][CH2:53][O:54][CH2:55][CH2:56][O:57][CH2:58][CH2:59][O:60][CH3:61])(=[O:50])=[O:51])[CH:48]=[C:42]([O:41][CH3:40])[CH:43]=4)[CH:34]=3)=[CH:24][CH:23]=2)=[O:20])[CH:6]=1)([CH3:4])([CH3:3])[CH3:2]. The catalyst class is: 37. (7) Reactant: Cl.[C:2]([NH2:5])(=[NH:4])[CH3:3].C[O-].[Na+].[C:9]([C:11]1[CH:16]=[CH:15][CH:14]=[CH:13][C:12]=1[C:17]1[CH:22]=[C:21]([F:23])[C:20]([CH2:24][CH:25]([C:30](=O)[CH2:31][CH2:32][CH2:33][CH3:34])[C:26](OC)=[O:27])=[C:19]([F:36])[CH:18]=1)#[N:10].O. Product: [CH2:31]([C:30]1[N:4]=[C:2]([CH3:3])[NH:5][C:26](=[O:27])[C:25]=1[CH2:24][C:20]1[C:21]([F:23])=[CH:22][C:17]([C:12]2[C:11]([C:9]#[N:10])=[CH:16][CH:15]=[CH:14][CH:13]=2)=[CH:18][C:19]=1[F:36])[CH2:32][CH2:33][CH3:34]. The catalyst class is: 5. (8) Reactant: Br[C:2]1[C:7]2[C:8](=[O:24])[N:9]3[CH2:16][CH2:15][N:14]([C:17]([O:19][C:20]([CH3:23])([CH3:22])[CH3:21])=[O:18])[CH2:13][CH:10]3[CH2:11][O:12][C:6]=2[CH:5]=[CH:4][CH:3]=1.[C:25]1(B(O)O)[CH:30]=[CH:29][CH:28]=[CH:27][CH:26]=1.C(=O)([O-])[O-].[K+].[K+].O. Product: [O:24]=[C:8]1[C:7]2[C:2]([C:25]3[CH:30]=[CH:29][CH:28]=[CH:27][CH:26]=3)=[CH:3][CH:4]=[CH:5][C:6]=2[O:12][CH2:11][CH:10]2[CH2:13][N:14]([C:17]([O:19][C:20]([CH3:23])([CH3:22])[CH3:21])=[O:18])[CH2:15][CH2:16][N:9]12. The catalyst class is: 551. (9) Product: [CH3:36][S:37]([OH:40])(=[O:39])=[O:38].[C:21]([C:17]1[CH:16]=[C:15]([C:14]2[NH:10][N:11]=[C:12]([C:23]3[CH:28]=[CH:27][N:26]=[CH:25][CH:24]=3)[N:13]=2)[CH:20]=[CH:19][N:18]=1)#[N:22]. The catalyst class is: 41. Reactant: C(OC[N:10]1[C:14]([C:15]2[CH:20]=[CH:19][N:18]=[C:17]([C:21]#[N:22])[CH:16]=2)=[N:13][C:12]([C:23]2[CH:28]=[CH:27][N:26]=[CH:25][CH:24]=2)=[N:11]1)C1C=CC=CC=1.C1(C)C=CC=CC=1.[CH3:36][S:37]([OH:40])(=[O:39])=[O:38].